From a dataset of Forward reaction prediction with 1.9M reactions from USPTO patents (1976-2016). Predict the product of the given reaction. (1) The product is: [CH3:29][O:28][C:25]1[CH:24]=[CH:23][C:22]([C:20]2[S:21][C:17]3[CH:16]=[C:15]([NH2:14])[CH:31]=[CH:30][C:18]=3[N:19]=2)=[CH:27][CH:26]=1. Given the reactants C(=[N:14][C:15]1[CH:31]=[CH:30][C:18]2[N:19]=[C:20]([C:22]3[CH:27]=[CH:26][C:25]([O:28][CH3:29])=[CH:24][CH:23]=3)[S:21][C:17]=2[CH:16]=1)(C1C=CC=CC=1)C1C=CC=CC=1.Cl.C([O-])(O)=O.[Na+], predict the reaction product. (2) Given the reactants [CH3:1][N:2]([CH3:31])[S:3]([N:6]1[C:10]([CH:11]([C:13]2[CH:22]=[CH:21][C:16]3[O:17][CH2:18][CH2:19][O:20][C:15]=3[CH:14]=2)O)=[C:9]([CH3:23])[N:8]=[C:7]1[Si](C(C)(C)C)(C)C)(=[O:5])=[O:4].CC(C[AlH]CC(C)C)C.[C@H](O)(C([O-])=O)[C@@H](O)C([O-])=O.[Na+].[K+], predict the reaction product. The product is: [CH3:31][N:2]([CH3:1])[S:3]([N:6]1[C:10]([CH2:11][C:13]2[CH:22]=[CH:21][C:16]3[O:17][CH2:18][CH2:19][O:20][C:15]=3[CH:14]=2)=[C:9]([CH3:23])[N:8]=[CH:7]1)(=[O:4])=[O:5]. (3) Given the reactants Cl.[O:2]=[C:3]1[CH2:7][CH:6]([CH2:8][CH2:9][CH3:10])[CH2:5][N:4]1[CH2:11][C:12]1[N:16]([CH2:17][C:18]([O:20]CC)=[O:19])[CH:15]=[N:14][CH:13]=1, predict the reaction product. The product is: [O:2]=[C:3]1[CH2:7][CH:6]([CH2:8][CH2:9][CH3:10])[CH2:5][N:4]1[CH2:11][C:12]1[N:16]([CH2:17][C:18]([OH:20])=[O:19])[CH:15]=[N:14][CH:13]=1.